Dataset: NCI-60 drug combinations with 297,098 pairs across 59 cell lines. Task: Regression. Given two drug SMILES strings and cell line genomic features, predict the synergy score measuring deviation from expected non-interaction effect. Cell line: 786-0. Drug 2: CC1=C(C=C(C=C1)C(=O)NC2=CC(=CC(=C2)C(F)(F)F)N3C=C(N=C3)C)NC4=NC=CC(=N4)C5=CN=CC=C5. Synergy scores: CSS=3.98, Synergy_ZIP=5.50, Synergy_Bliss=9.57, Synergy_Loewe=-7.83, Synergy_HSA=-7.35. Drug 1: CCC1(CC2CC(C3=C(CCN(C2)C1)C4=CC=CC=C4N3)(C5=C(C=C6C(=C5)C78CCN9C7C(C=CC9)(C(C(C8N6C)(C(=O)OC)O)OC(=O)C)CC)OC)C(=O)OC)O.OS(=O)(=O)O.